This data is from Catalyst prediction with 721,799 reactions and 888 catalyst types from USPTO. The task is: Predict which catalyst facilitates the given reaction. Reactant: [CH2:1]([NH:3][C:4]1[CH:5]=[C:6]([CH:9]=[CH:10][C:11]=1[N+:12]([O-])=O)[C:7]#[N:8])[CH3:2]. Product: [NH2:12][C:11]1[CH:10]=[CH:9][C:6]([C:7]#[N:8])=[CH:5][C:4]=1[NH:3][CH2:1][CH3:2]. The catalyst class is: 29.